This data is from Full USPTO retrosynthesis dataset with 1.9M reactions from patents (1976-2016). The task is: Predict the reactants needed to synthesize the given product. Given the product [C:37]([O:36][C:34]([N:14]([C:34]([O:36][C:37]([CH3:40])([CH3:39])[CH3:38])=[O:35])[C:12](=[O:13])[C:11]1[CH:15]=[C:7]([N:3]2[CH2:4][CH2:5][CH2:6][S:2]2(=[O:1])=[O:33])[CH:8]=[CH:9][C:10]=1[C:16]([N:18]1[CH2:19][CH2:20][N:21]([C:24]2[C:29]([CH3:30])=[CH:28][C:27]([CH3:31])=[C:26]([CH3:32])[N:25]=2)[CH2:22][CH2:23]1)=[O:17])=[O:35])([CH3:40])([CH3:39])[CH3:38], predict the reactants needed to synthesize it. The reactants are: [O:1]=[S:2]1(=[O:33])[CH2:6][CH2:5][CH2:4][N:3]1[C:7]1[CH:8]=[CH:9][C:10]([C:16]([N:18]2[CH2:23][CH2:22][N:21]([C:24]3[C:29]([CH3:30])=[CH:28][C:27]([CH3:31])=[C:26]([CH3:32])[N:25]=3)[CH2:20][CH2:19]2)=[O:17])=[C:11]([CH:15]=1)[C:12]([NH2:14])=[O:13].[C:34](O[C:34]([O:36][C:37]([CH3:40])([CH3:39])[CH3:38])=[O:35])([O:36][C:37]([CH3:40])([CH3:39])[CH3:38])=[O:35].